From a dataset of Full USPTO retrosynthesis dataset with 1.9M reactions from patents (1976-2016). Predict the reactants needed to synthesize the given product. Given the product [NH2:2][C:19]1[CH:18]=[C:17]([O:20][CH3:21])[C:6]([C:7]([O:9][CH2:10][C:11]2[CH:16]=[CH:15][CH:14]=[CH:13][CH:12]=2)=[O:8])=[C:5]([O:22][CH3:23])[CH:4]=1, predict the reactants needed to synthesize it. The reactants are: [Na].[NH3:2].Br[C:4]1[C:5]([O:22][CH3:23])=[C:6]([C:17]([O:20][CH3:21])=[CH:18][CH:19]=1)[C:7]([O:9][CH2:10][C:11]1[CH:16]=[CH:15][CH:14]=[CH:13][CH:12]=1)=[O:8].[NH4+].[Cl-].[OH-].[Na+].